The task is: Regression/Classification. Given a drug SMILES string, predict its absorption, distribution, metabolism, or excretion properties. Task type varies by dataset: regression for continuous measurements (e.g., permeability, clearance, half-life) or binary classification for categorical outcomes (e.g., BBB penetration, CYP inhibition). Dataset: b3db_classification.. This data is from Blood-brain barrier permeability classification from the B3DB database. (1) The compound is OC(OCC(COC(O)C(Cl)(Cl)Cl)(COC(O)C(Cl)(Cl)Cl)COC(O)C(Cl)(Cl)Cl)C(Cl)(Cl)Cl. The result is 1 (penetrates BBB). (2) The molecule is CC1(C)S[C@@H]2[C@H](NC(=O)c3nc4ccccc4nc3C(=O)O)C(=O)N2[C@H]1C(=O)O. The result is 0 (does not penetrate BBB). (3) The molecule is COc1ccc(S(=O)(=O)Nc2cc(Br)cc(F)c2Br)cc1N1CCNCC1. The result is 1 (penetrates BBB). (4) The molecule is CCOC(=O)c1[nH]c2cc(OC)c(OC)cc2c1CCN1CCN(c2ccccc2)CC1. The result is 1 (penetrates BBB). (5) The drug is CC1=C(C(=O)O)N2C(=O)[C@@H](NC(=O)[C@H](N)C3=CCC=CC3)[C@H]2SC1. The result is 0 (does not penetrate BBB). (6) The drug is CN1C(=O)CN=C(c2ccccc2F)c2cc(Cl)ccc21. The result is 1 (penetrates BBB).